This data is from Full USPTO retrosynthesis dataset with 1.9M reactions from patents (1976-2016). The task is: Predict the reactants needed to synthesize the given product. (1) Given the product [N:36]1[CH:37]=[CH:38][CH:39]=[C:34]([NH:33][C:32]([N:14]2[CH2:15][CH2:16][CH:12]([CH2:11][C:9]3[CH:8]=[CH:7][C:5]4[O:6][C:2]([F:1])([F:17])[O:3][C:4]=4[CH:10]=3)[CH2:13]2)=[O:31])[CH:35]=1, predict the reactants needed to synthesize it. The reactants are: [F:1][C:2]1([F:17])[O:6][C:5]2[CH:7]=[CH:8][C:9]([CH2:11][CH:12]3[CH2:16][CH2:15][NH:14][CH2:13]3)=[CH:10][C:4]=2[O:3]1.C(N(CC)CC)C.C1([O:31][C:32](=O)[NH:33][C:34]2[CH:35]=[N:36][CH:37]=[CH:38][CH:39]=2)C=CC=CC=1. (2) Given the product [CH2:10]([N:9]1[C:5]([O:4][C:3]2[CH:2]=[CH:23][C:22]([F:24])=[CH:21][CH:20]=2)=[CH:6][C:7]([C:12]2[CH:13]=[C:14]([CH:17]=[CH:18][CH:19]=2)[C:15]#[N:16])=[N:8]1)[CH3:11], predict the reactants needed to synthesize it. The reactants are: N[C:2]1[CH:23]=[C:22]([F:24])[CH:21]=[CH:20][C:3]=1[O:4][C:5]1[N:9]([CH2:10][CH3:11])[N:8]=[C:7]([C:12]2[CH:13]=[C:14]([CH:17]=[CH:18][CH:19]=2)[C:15]#[N:16])[CH:6]=1.N([O-])=O.[Na+]. (3) The reactants are: Br[C:2]1[CH:3]=[C:4]([NH:10][C:11]2[NH:15][N:14]=[C:13]([CH:16]3[CH2:18][CH2:17]3)[CH:12]=2)[C:5](=[O:9])[N:6]([CH3:8])[CH:7]=1.C([O:22][CH2:23][C:24]1[C:29](B2OC(C)(C)C(C)(C)O2)=[CH:28][CH:27]=[CH:26][C:25]=1[N:39]1[CH2:47][C:46]2[C:41](=[CH:42][CH:43]=[C:44]([C:48]([CH3:51])([CH3:50])[CH3:49])[CH:45]=2)[C:40]1=[O:52])(=O)C. Given the product [C:48]([C:44]1[CH:45]=[C:46]2[C:41](=[CH:42][CH:43]=1)[C:40](=[O:52])[N:39]([C:25]1[CH:26]=[CH:27][CH:28]=[C:29]([C:2]3[CH:3]=[C:4]([NH:10][C:11]4[NH:15][N:14]=[C:13]([CH:16]5[CH2:18][CH2:17]5)[CH:12]=4)[C:5](=[O:9])[N:6]([CH3:8])[CH:7]=3)[C:24]=1[CH2:23][OH:22])[CH2:47]2)([CH3:51])([CH3:49])[CH3:50], predict the reactants needed to synthesize it. (4) Given the product [P:1]([O:19][CH2:20][CH2:21][N:22]1[C:30]2[C:25](=[CH:26][C:27]([O:31][C:32]3[CH:37]=[CH:36][C:35]([F:38])=[CH:34][C:33]=3[CH2:39][NH:40][C:41]([NH:43][C:44]3[N:48]([C:49]4[CH:50]=[CH:51][C:52]([CH3:55])=[CH:53][CH:54]=4)[N:47]=[C:46]([C:56]([CH3:59])([CH3:58])[CH3:57])[CH:45]=3)=[O:42])=[CH:28][CH:29]=2)[CH:24]=[N:23]1)([OH:11])([OH:3])=[O:2], predict the reactants needed to synthesize it. The reactants are: [P:1]([O:19][CH2:20][CH2:21][N:22]1[C:30]2[C:25](=[CH:26][C:27]([O:31][C:32]3[CH:37]=[CH:36][C:35]([F:38])=[CH:34][C:33]=3[CH2:39][NH:40][C:41]([NH:43][C:44]3[N:48]([C:49]4[CH:54]=[CH:53][C:52]([CH3:55])=[CH:51][CH:50]=4)[N:47]=[C:46]([C:56]([CH3:59])([CH3:58])[CH3:57])[CH:45]=3)=[O:42])=[CH:28][CH:29]=2)[CH:24]=[N:23]1)([O:11]CC1C=CC=CC=1)([O:3]CC1C=CC=CC=1)=[O:2].C1CC=CCC=1. (5) Given the product [ClH:24].[Cl:24][C:20]1[CH:19]=[C:18]([F:25])[C:17]([CH2:16][O:15][C:12]2[C:11]([C:26]([NH2:27])=[O:28])=[C:10]([NH:9][C:8]([NH:40][CH2:39][CH2:38][CH2:37][N:34]3[CH2:33][CH2:32][N:31]([CH3:30])[CH2:36][CH2:35]3)=[O:29])[S:14][N:13]=2)=[C:22]([F:23])[CH:21]=1, predict the reactants needed to synthesize it. The reactants are: C1(O[C:8](=[O:29])[NH:9][C:10]2[S:14][N:13]=[C:12]([O:15][CH2:16][C:17]3[C:22]([F:23])=[CH:21][C:20]([Cl:24])=[CH:19][C:18]=3[F:25])[C:11]=2[C:26](=[O:28])[NH2:27])C=CC=CC=1.[CH3:30][N:31]1[CH2:36][CH2:35][N:34]([CH2:37][CH2:38][CH2:39][NH2:40])[CH2:33][CH2:32]1. (6) The reactants are: [Si]([O:8][C:9]([CH3:36])([CH3:35])[CH2:10][O:11][NH:12][C:13]([C:15]1[C:16]2[CH2:34][CH2:33][CH2:32][C:17]=2[C:18](=[O:31])[N:19]([CH3:30])[C:20]=1[NH:21][C:22]1[CH:27]=[CH:26][C:25]([I:28])=[CH:24][C:23]=1[F:29])=[O:14])(C(C)(C)C)(C)C.CCCC[N+](CCCC)(CCCC)CCCC.[F-]. Given the product [F:29][C:23]1[CH:24]=[C:25]([I:28])[CH:26]=[CH:27][C:22]=1[NH:21][C:20]1[N:19]([CH3:30])[C:18](=[O:31])[C:17]2[CH2:32][CH2:33][CH2:34][C:16]=2[C:15]=1[C:13]([NH:12][O:11][CH2:10][C:9]([OH:8])([CH3:35])[CH3:36])=[O:14], predict the reactants needed to synthesize it. (7) The reactants are: [CH3:1][O:2][C:3](=[O:51])[C@@H:4]([NH:26][C:27](=O)[CH:28]([NH:31][C:32]([C:34]1[C:35]2[CH:42]=[N:41][N:40]([C:43]3[CH:48]=[CH:47][C:46]([F:49])=[CH:45][CH:44]=3)[C:36]=2[CH:37]=[N:38][CH:39]=1)=[O:33])[CH2:29][CH3:30])[CH2:5][S:6]C(C1C=CC=CC=1)(C1C=CC=CC=1)C1C=CC=CC=1. Given the product [CH3:1][O:2][C:3]([C@@H:4]1[CH2:5][S:6][C:27]([CH:28]([NH:31][C:32]([C:34]2[C:35]3[CH:42]=[N:41][N:40]([C:43]4[CH:44]=[CH:45][C:46]([F:49])=[CH:47][CH:48]=4)[C:36]=3[CH:37]=[N:38][CH:39]=2)=[O:33])[CH2:29][CH3:30])=[N:26]1)=[O:51], predict the reactants needed to synthesize it. (8) Given the product [Br:1][C:2]1[CH:3]=[C:4]([CH:12]2[C:21]3[C:16](=[CH:17][C:18]([N:22]([CH3:23])[CH3:24])=[CH:19][CH:20]=3)[O:15][CH:14]([O:44][CH3:42])[CH2:13]2)[CH:5]=[C:6]([O:10][CH3:11])[C:7]=1[O:8][CH3:9], predict the reactants needed to synthesize it. The reactants are: [Br:1][C:2]1[CH:3]=[C:4]([CH:12]2[C:21]3[C:16](=[CH:17][C:18]([N:22]([CH3:24])[CH3:23])=[CH:19][CH:20]=3)[O:15][CH:14](N3CCOCC3)[CH2:13]2)[CH:5]=[C:6]([O:10][CH3:11])[C:7]=1[O:8][CH3:9].C1(C)C=CC(S(O)(=O)=O)=CC=1.[C:42](Cl)(=[O:44])C.C(=O)(O)[O-].[Na+]. (9) Given the product [NH:34]1[C:6]([C:5]2[CH:4]=[C:3]([CH:15]=[C:14]([C:16]([F:17])([F:18])[F:19])[CH:13]=2)[C:41]([O:45][C:20]([CH3:21])([CH3:25])[CH3:32])=[O:42])=[CH:37][N:38]=[CH:33]1, predict the reactants needed to synthesize it. The reactants are: C([C:3]1[CH:4]=[C:5]([CH:13]=[C:14]([C:16]([F:19])([F:18])[F:17])[CH:15]=1)[C:6](OCCCC)=O)=O.[C:20]1([CH3:32])[CH:25]=CC(S(C[N+]#[C-])(=O)=O)=C[CH:21]=1.[C-:33]#[N:34].[Na+].O1CC[N:38]=[CH:37]1.[CH3:41][OH:42].C([OH:45])C. (10) Given the product [F:10][C:4]1[C:5]2[NH:9][C:32]([CH:26]3[CH2:25][C:24]4[C:29](=[CH:30][CH:31]=[C:22]([O:21][CH3:20])[CH:23]=4)[O:28][CH2:27]3)=[N:8][C:6]=2[CH:7]=[C:2]([C:13]2[CH:12]=[CH:17][N:18]=[CH:15][CH:14]=2)[CH:3]=1, predict the reactants needed to synthesize it. The reactants are: Br[C:2]1[CH:7]=[C:6]([NH2:8])[C:5]([NH2:9])=[C:4]([F:10])[CH:3]=1.Br[C:12]1[CH:13]=[C:14](N)[C:15]([NH2:18])=C[CH:17]=1.[CH3:20][O:21][C:22]1[CH:23]=[C:24]2[C:29](=[CH:30][CH:31]=1)[O:28][CH2:27][CH:26]([C:32](O)=O)[CH2:25]2.O1C2C(=CC=CC=2)CC(C(O)=O)C1.CC1(C)C(C)(C)OB(C2C=NNC=2)O1.